Dataset: Peptide-MHC class II binding affinity with 134,281 pairs from IEDB. Task: Regression. Given a peptide amino acid sequence and an MHC pseudo amino acid sequence, predict their binding affinity value. This is MHC class II binding data. The peptide sequence is TKKGNVWEVKSSKPL. The MHC is DRB1_0802 with pseudo-sequence DRB1_0802. The binding affinity (normalized) is 0.568.